Dataset: Experimentally validated miRNA-target interactions with 360,000+ pairs, plus equal number of negative samples. Task: Binary Classification. Given a miRNA mature sequence and a target amino acid sequence, predict their likelihood of interaction. The protein sequence of the target gene is MVKQTIQIFARVKPPVRKHQQGIYSIDEDEKLIPSLEIILPRDLADGFVNNKRESYKFKFQRIFDQDANQETVFENIAKPVAGSVLAGYNGTIFAYGQTGSGKTFTITGGAERYSDRGIIPRTLSYIFEQLQKDSSKIYTTHISYLEIYNECGYDLLDPRHEASSLEDLPKVTILEDPDQNIHLKNLTLHQATTEEEALNLLFLGDTNRMIAETPMNQASTRSHCIFTIHLSSKEPGSATVRHAKLHLVDLAGSERVAKTGVGGHLLTEAKYINLSLHYLEQVIIALSEKHRSHIPYRNS.... The miRNA is hsa-miR-4464 with sequence AAGGUUUGGAUAGAUGCAAUA. Result: 1 (interaction).